Dataset: Catalyst prediction with 721,799 reactions and 888 catalyst types from USPTO. Task: Predict which catalyst facilitates the given reaction. Reactant: [NH2:1][C:2]1[CH:7]=[CH:6][C:5]([CH3:8])=[CH:4][CH:3]=1.C(=O)([O-])[O-].[K+].[K+].Br[CH2:16][CH2:17][CH2:18][C:19]#[N:20]. Product: [C:5]1([CH3:8])[CH:6]=[CH:7][C:2]([NH:1][CH2:16][CH2:17][CH2:18][C:19]#[N:20])=[CH:3][CH:4]=1. The catalyst class is: 10.